Predict the reaction yield, written as a fraction of the theoretical maximum amount of product (1.0 means a 100% yield; for example, 0.34 means a 34% yield). From a dataset of Reaction yield outcomes from USPTO patents with 853,638 reactions. (1) The reactants are [CH2:1]([C:4]1([N:14]2[CH:18]=[CH:17][CH:16]=[N:15]2)[CH2:13][C:8]2([CH2:12][CH2:11][CH2:10][CH2:9]2)[O:7][CH2:6][CH2:5]1)[CH:2]=C.[O:19]=[O+][O-].C1C=CC(P(C2C=CC=CC=2)C2C=CC=CC=2)=CC=1. The catalyst is C(Cl)Cl. The product is [N:14]1([C:4]2([CH2:1][CH:2]=[O:19])[CH2:13][C:8]3([CH2:12][CH2:11][CH2:10][CH2:9]3)[O:7][CH2:6][CH2:5]2)[CH:18]=[CH:17][CH:16]=[N:15]1. The yield is 0.230. (2) The reactants are Cl.Cl[CH2:3][CH2:4][N:5]1[CH2:10][CH2:9][O:8][CH2:7][CH2:6]1.C(N(CC)CC)C.[OH:18][C:19]1[C:27]2[C:22](=[CH:23][CH:24]=[C:25]([N+:28]([O-:30])=[O:29])[CH:26]=2)[N:21]([C:31]([O:33][CH2:34][CH3:35])=[O:32])[N:20]=1.C([O-])(O)=O.[Na+]. The catalyst is C(#N)C. The product is [O:8]1[CH2:9][CH2:10][N:5]([CH2:4][CH2:3][O:18][C:19]2[C:27]3[C:22](=[CH:23][CH:24]=[C:25]([N+:28]([O-:30])=[O:29])[CH:26]=3)[N:21]([C:31]([O:33][CH2:34][CH3:35])=[O:32])[N:20]=2)[CH2:6][CH2:7]1. The yield is 0.410. (3) The reactants are O=P(Cl)(Cl)Cl.[CH3:6][C:7]1[CH:8]=[C:9]([CH:13]=[CH:14][C:15]=1[N:16]1[CH:20]=[CH:19][CH:18]=[CH:17]1)[C:10]([NH2:12])=O.[C:21]([O-])([O-])=[O:22].[Na+].[Na+]. The product is [CH:21]([C:17]1[N:16]([C:15]2[CH:14]=[CH:13][C:9]([C:10]#[N:12])=[CH:8][C:7]=2[CH3:6])[CH:20]=[CH:19][CH:18]=1)=[O:22]. The yield is 0.680. The catalyst is CN(C=O)C. (4) The reactants are [C:1]1([Mg]Br)[CH:6]=[CH:5][CH:4]=[CH:3][CH:2]=1.[NH2:9][C:10]1[CH:17]=[C:16]([O:18][CH3:19])[CH:15]=[CH:14][C:11]=1[C:12]#N.Cl.[OH-:21].[Na+]. The catalyst is C(OCC)C. The product is [NH2:9][C:10]1[CH:17]=[C:16]([O:18][CH3:19])[CH:15]=[CH:14][C:11]=1[C:12]([C:1]1[CH:6]=[CH:5][CH:4]=[CH:3][CH:2]=1)=[O:21]. The yield is 0.850. (5) The reactants are [NH:1]1[C:9]2[C:4](=[CH:5][CH:6]=[CH:7][CH:8]=2)[C:3]([CH2:10][CH2:11][CH2:12][CH2:13][N:14]2[CH2:19][CH2:18][N:17]([C:20]3[CH:25]=[CH:24][C:23]([OH:26])=[CH:22][CH:21]=3)[CH2:16][CH2:15]2)=[CH:2]1.C(=O)([O-])[O-].[Cs+].[Cs+].S(C1C=CC(C)=CC=1)(O[CH2:37][CH2:38][F:39])(=O)=O. The catalyst is C(#N)C. The product is [F:39][CH2:38][CH2:37][O:26][C:23]1[CH:24]=[CH:25][C:20]([N:17]2[CH2:18][CH2:19][N:14]([CH2:13][CH2:12][CH2:11][CH2:10][C:3]3[C:4]4[C:9](=[CH:8][CH:7]=[CH:6][CH:5]=4)[NH:1][CH:2]=3)[CH2:15][CH2:16]2)=[CH:21][CH:22]=1. The yield is 0.760. (6) The reactants are [Cl:1][C:2]1[CH:7]=[CH:6][CH:5]=[CH:4][C:3]=1[CH:8]=[CH:9][CH2:10][CH2:11][CH2:12][C:13]#[C:14][C:15](=[O:17])[CH3:16]. The catalyst is [Au].ClC1C=CC=CC=1Cl. The product is [Cl:1][C:2]1[CH:7]=[CH:6][CH:5]=[C:4]2[C:3]=1[CH:8]=[C:9]1[CH2:10][CH2:11][CH2:12][C:13]1=[C:14]2[C:15](=[O:17])[CH3:16]. The yield is 0.860. (7) The reactants are C[O:2][C:3](=[O:25])[C:4]1[CH:9]=[C:8]([O:10][C:11]2[CH:16]=[CH:15][C:14]([S:17]([CH3:20])(=[O:19])=[O:18])=[CH:13][CH:12]=2)[CH:7]=[C:6]([O:21][CH:22]([CH3:24])[CH3:23])[CH:5]=1.CCO.O.[OH-].[Na+]. The catalyst is C1COCC1. The product is [CH:22]([O:21][C:6]1[CH:5]=[C:4]([CH:9]=[C:8]([O:10][C:11]2[CH:16]=[CH:15][C:14]([S:17]([CH3:20])(=[O:19])=[O:18])=[CH:13][CH:12]=2)[CH:7]=1)[C:3]([OH:25])=[O:2])([CH3:24])[CH3:23]. The yield is 1.00. (8) The reactants are [NH:1]1[CH2:6][CH2:5][O:4][CH2:3][CH:2]1[CH2:7][C:8]([O:10][CH2:11][CH3:12])=[O:9].C(N(CC)CC)C.[CH3:20][C:21]([O:24][C:25](O[C:25]([O:24][C:21]([CH3:23])([CH3:22])[CH3:20])=[O:26])=[O:26])([CH3:23])[CH3:22]. The product is [CH2:11]([O:10][C:8](=[O:9])[CH2:7][CH:2]1[CH2:3][O:4][CH2:5][CH2:6][N:1]1[C:25]([O:24][C:21]([CH3:23])([CH3:22])[CH3:20])=[O:26])[CH3:12]. The catalyst is ClCCl. The yield is 0.317.